Task: Regression. Given a peptide amino acid sequence and an MHC pseudo amino acid sequence, predict their binding affinity value. This is MHC class I binding data.. Dataset: Peptide-MHC class I binding affinity with 185,985 pairs from IEDB/IMGT (1) The peptide sequence is IHIPGDTLF. The MHC is HLA-B08:01 with pseudo-sequence HLA-B08:01. The binding affinity (normalized) is 0.0847. (2) The peptide sequence is FGDSEEPVTY. The MHC is HLA-A32:01 with pseudo-sequence HLA-A32:01. The binding affinity (normalized) is 0. (3) The peptide sequence is TVPSERGL. The MHC is HLA-A02:01 with pseudo-sequence HLA-A02:01. The binding affinity (normalized) is 0. (4) The peptide sequence is ILWILDRLF. The MHC is HLA-B15:01 with pseudo-sequence HLA-B15:01. The binding affinity (normalized) is 0.0847. (5) The peptide sequence is FVDGVPFVV. The MHC is HLA-B40:01 with pseudo-sequence HLA-B40:01. The binding affinity (normalized) is 0.0847. (6) The peptide sequence is KCFGNTALAK. The MHC is HLA-A68:01 with pseudo-sequence HLA-A68:01. The binding affinity (normalized) is 0.0738. (7) The peptide sequence is GFKLRSAVM. The MHC is HLA-A11:01 with pseudo-sequence HLA-A11:01. The binding affinity (normalized) is 0.0847.